From a dataset of Merck oncology drug combination screen with 23,052 pairs across 39 cell lines. Regression. Given two drug SMILES strings and cell line genomic features, predict the synergy score measuring deviation from expected non-interaction effect. (1) Drug 1: CN(Cc1cnc2nc(N)nc(N)c2n1)c1ccc(C(=O)NC(CCC(=O)O)C(=O)O)cc1. Drug 2: CC1(c2nc3c(C(N)=O)cccc3[nH]2)CCCN1. Cell line: PA1. Synergy scores: synergy=-13.3. (2) Drug 1: CN1C(=O)C=CC2(C)C3CCC4(C)C(NC(=O)OCC(F)(F)F)CCC4C3CCC12. Drug 2: C=CCn1c(=O)c2cnc(Nc3ccc(N4CCN(C)CC4)cc3)nc2n1-c1cccc(C(C)(C)O)n1. Cell line: OCUBM. Synergy scores: synergy=24.0. (3) Drug 1: CN1C(=O)C=CC2(C)C3CCC4(C)C(NC(=O)OCC(F)(F)F)CCC4C3CCC12. Drug 2: COc1cccc2c1C(=O)c1c(O)c3c(c(O)c1C2=O)CC(O)(C(=O)CO)CC3OC1CC(N)C(O)C(C)O1. Cell line: EFM192B. Synergy scores: synergy=22.7. (4) Drug 1: CCC1=CC2CN(C1)Cc1c([nH]c3ccccc13)C(C(=O)OC)(c1cc3c(cc1OC)N(C)C1C(O)(C(=O)OC)C(OC(C)=O)C4(CC)C=CCN5CCC31C54)C2. Drug 2: CS(=O)(=O)CCNCc1ccc(-c2ccc3ncnc(Nc4ccc(OCc5cccc(F)c5)c(Cl)c4)c3c2)o1. Cell line: ES2. Synergy scores: synergy=46.0. (5) Drug 1: Cc1nc(Nc2ncc(C(=O)Nc3c(C)cccc3Cl)s2)cc(N2CCN(CCO)CC2)n1. Drug 2: Cn1cc(-c2cnn3c(N)c(Br)c(C4CCCNC4)nc23)cn1. Cell line: EFM192B. Synergy scores: synergy=84.0. (6) Drug 1: CN(C)C(=N)N=C(N)N. Drug 2: NC(=O)c1cccc2cn(-c3ccc(C4CCCNC4)cc3)nc12. Cell line: DLD1. Synergy scores: synergy=0.716.